From a dataset of Reaction yield outcomes from USPTO patents with 853,638 reactions. Predict the reaction yield, written as a fraction of the theoretical maximum amount of product (1.0 means a 100% yield; for example, 0.34 means a 34% yield). (1) The reactants are Cl[C:2]1[N:11]=[CH:10][C:9]([Cl:12])=[CH:8][C:3]=1[C:4]([O:6][CH3:7])=[O:5].[NH3:13]. The catalyst is CC(C)=O.CO. The product is [NH2:13][C:2]1[N:11]=[CH:10][C:9]([Cl:12])=[CH:8][C:3]=1[C:4]([O:6][CH3:7])=[O:5]. The yield is 0.750. (2) The reactants are C[O:2][C:3]([C:5]1[CH:10]=[CH:9][C:8]([C:11]2[CH:16]=[CH:15][C:14]([F:17])=[CH:13][C:12]=2[F:18])=[CH:7][CH:6]=1)=[O:4].[OH-].[Na+]. The catalyst is O. The product is [F:18][C:12]1[CH:13]=[C:14]([F:17])[CH:15]=[CH:16][C:11]=1[C:8]1[CH:9]=[CH:10][C:5]([C:3]([OH:4])=[O:2])=[CH:6][CH:7]=1. The yield is 0.930. (3) The reactants are [CH3:1][N:2]1[CH:6]=[C:5]([CH2:7][C:8]2[C:9](=[O:18])[N:10]=[C:11]([NH:14][N+]([O-])=O)[NH:12][CH:13]=2)[CH:4]=[N:3]1.[Cl:19][C:20]1[CH:25]=[CH:24][C:23]([O:26][C:27]2[CH:32]=[CH:31][C:30]([CH2:33][CH2:34]N)=[CH:29][CH:28]=2)=[CH:22][C:21]=1[C:36]([F:39])([F:38])[F:37].[Cl:19][C:20]1[CH:25]=[CH:24][C:23]([O:26][C:27]2[CH:28]=[CH:29][C:30]([CH2:33][CH2:34]N)=[CH:31][CH:32]=2)=[CH:22][C:21]=1[C:36]([F:37])([F:38])[F:39]. The catalyst is C(O)C. The product is [Cl:19][C:20]1[CH:25]=[CH:24][C:23]([O:26][C:27]2[CH:28]=[CH:29][C:30]([CH2:33][CH2:34][NH:14][C:11]3[NH:12][CH:13]=[C:8]([CH2:7][C:5]4[CH:4]=[N:3][N:2]([CH3:1])[CH:6]=4)[C:9](=[O:18])[N:10]=3)=[CH:31][CH:32]=2)=[CH:22][C:21]=1[C:36]([F:37])([F:38])[F:39]. The yield is 0.352. (4) The reactants are [CH2:1]([O:3][C:4](=[O:30])[CH2:5][N:6]1[C:14]2[C:9](=[C:10]([Br:15])[CH:11]=[CH:12][CH:13]=2)[C:8](O)([C:16]2[C:17]([OH:27])=[CH:18][C:19]3[O:23][C:22]([CH3:25])([CH3:24])[CH2:21][C:20]=3[CH:26]=2)[C:7]1=[O:29])[CH3:2].C([SiH](CC)CC)C.FC(F)(F)C(O)=O. The catalyst is ClCCl. The product is [CH2:1]([O:3][C:4](=[O:30])[CH2:5][N:6]1[C:14]2[C:9](=[C:10]([Br:15])[CH:11]=[CH:12][CH:13]=2)[CH:8]([C:16]2[C:17]([OH:27])=[CH:18][C:19]3[O:23][C:22]([CH3:25])([CH3:24])[CH2:21][C:20]=3[CH:26]=2)[C:7]1=[O:29])[CH3:2]. The yield is 0.810.